This data is from Peptide-MHC class I binding affinity with 185,985 pairs from IEDB/IMGT. The task is: Regression. Given a peptide amino acid sequence and an MHC pseudo amino acid sequence, predict their binding affinity value. This is MHC class I binding data. (1) The peptide sequence is GLIMVLSFL. The binding affinity (normalized) is 0.225. The MHC is HLA-A68:02 with pseudo-sequence HLA-A68:02. (2) The peptide sequence is TGMRNVPEK. The MHC is HLA-A68:01 with pseudo-sequence HLA-A68:01. The binding affinity (normalized) is 0.254. (3) The MHC is HLA-A68:02 with pseudo-sequence HLA-A68:02. The peptide sequence is MELSLRAIQ. The binding affinity (normalized) is 0.0847. (4) The peptide sequence is FMFDSDEAM. The MHC is HLA-C04:01 with pseudo-sequence HLA-C04:01. The binding affinity (normalized) is 0.0847. (5) The peptide sequence is NTTQQGDMY. The MHC is HLA-B57:01 with pseudo-sequence HLA-B57:01. The binding affinity (normalized) is 0.0847. (6) The peptide sequence is WASGVPAAT. The MHC is HLA-B51:01 with pseudo-sequence HLA-B51:01. The binding affinity (normalized) is 0.0847. (7) The peptide sequence is SLYSTVATL. The MHC is HLA-A02:06 with pseudo-sequence HLA-A02:06. The binding affinity (normalized) is 0.0641. (8) The peptide sequence is RIGTAATKR. The MHC is HLA-A68:02 with pseudo-sequence HLA-A68:02. The binding affinity (normalized) is 0. (9) The peptide sequence is MMVILPDKI. The MHC is HLA-A02:03 with pseudo-sequence HLA-A02:03. The binding affinity (normalized) is 0.742.